From a dataset of Catalyst prediction with 721,799 reactions and 888 catalyst types from USPTO. Predict which catalyst facilitates the given reaction. (1) Reactant: Cl.[CH2:2]([O:9][C:10]1[CH:15]=[CH:14][N:13]([C:16]2[CH:17]=[CH:18][C:19]3[C:20]4[CH2:30][NH:29][CH2:28][CH2:27][CH2:26][C:21]=4[N:22]([CH3:25])[C:23]=3[CH:24]=2)[C:12](=[O:31])[CH:11]=1)[C:3]1[CH:8]=[CH:7][CH:6]=[CH:5][CH:4]=1.[CH2:32](Cl)[Cl:33].[CH3:35][C:36](O)=O. Product: [ClH:33].[CH2:2]([O:9][C:10]1[CH:15]=[CH:14][N:13]([C:16]2[CH:17]=[CH:18][C:19]3[C:20]4[CH2:30][N:29]([CH:36]([CH3:35])[CH3:32])[CH2:28][CH2:27][CH2:26][C:21]=4[N:22]([CH3:25])[C:23]=3[CH:24]=2)[C:12](=[O:31])[CH:11]=1)[C:3]1[CH:4]=[CH:5][CH:6]=[CH:7][CH:8]=1. The catalyst class is: 21. (2) Reactant: [N+:1]([C:4]1[CH:9]=[CH:8][CH:7]=[CH:6][C:5]=1[S:10][C:11]1[CH:19]=[CH:18][CH:17]=[CH:16][C:12]=1[C:13]([OH:15])=[O:14])([O-])=O. Product: [NH2:1][C:4]1[CH:9]=[CH:8][CH:7]=[CH:6][C:5]=1[S:10][C:11]1[CH:19]=[CH:18][CH:17]=[CH:16][C:12]=1[C:13]([OH:15])=[O:14]. The catalyst class is: 78.